Predict the reaction yield, written as a fraction of the theoretical maximum amount of product (1.0 means a 100% yield; for example, 0.34 means a 34% yield). From a dataset of Reaction yield outcomes from USPTO patents with 853,638 reactions. (1) The reactants are Cl.Cl.[F:3][C:4]1[CH:9]=[CH:8][C:7]([C:10]2[N:14]=[C:13]([CH:15]3[CH2:20][NH:19][CH2:18][CH2:17][N:16]3[CH3:21])[O:12][N:11]=2)=[CH:6][CH:5]=1.C(N(CC)CC)C.[F:29][C:30]1[CH:38]=[CH:37][C:33]([C:34](Cl)=[O:35])=[CH:32][CH:31]=1.[OH-].[Na+]. The catalyst is ClCCl. The product is [F:29][C:30]1[CH:38]=[CH:37][C:33]([C:34]([N:19]2[CH2:18][CH2:17][N:16]([CH3:21])[CH:15]([C:13]3[O:12][N:11]=[C:10]([C:7]4[CH:8]=[CH:9][C:4]([F:3])=[CH:5][CH:6]=4)[N:14]=3)[CH2:20]2)=[O:35])=[CH:32][CH:31]=1. The yield is 0.360. (2) The reactants are [CH3:1][C:2]1[C:6]([CH2:7][N:8]2[CH:12]=[C:11]([N:13]3[C:17](=[O:18])[CH2:16][NH:15][C:14]3=[O:19])[CH:10]=[N:9]2)=[C:5]([CH3:20])[O:4][N:3]=1.Br[CH2:22][C:23]1[CH:28]=[CH:27][CH:26]=[CH:25][C:24]=1[N+:29]([O-:31])=[O:30]. No catalyst specified. The product is [CH3:1][C:2]1[C:6]([CH2:7][N:8]2[CH:12]=[C:11]([N:13]3[C:17](=[O:18])[CH2:16][N:15]([CH2:22][C:23]4[CH:28]=[CH:27][CH:26]=[CH:25][C:24]=4[N+:29]([O-:31])=[O:30])[C:14]3=[O:19])[CH:10]=[N:9]2)=[C:5]([CH3:20])[O:4][N:3]=1. The yield is 0.220.